Dataset: NCI-60 drug combinations with 297,098 pairs across 59 cell lines. Task: Regression. Given two drug SMILES strings and cell line genomic features, predict the synergy score measuring deviation from expected non-interaction effect. Drug 1: CC1=C(C(CCC1)(C)C)C=CC(=CC=CC(=CC(=O)O)C)C. Drug 2: CCC1(C2=C(COC1=O)C(=O)N3CC4=CC5=C(C=CC(=C5CN(C)C)O)N=C4C3=C2)O.Cl. Cell line: SR. Synergy scores: CSS=51.7, Synergy_ZIP=1.04, Synergy_Bliss=-1.28, Synergy_Loewe=-22.7, Synergy_HSA=2.01.